Regression. Given a peptide amino acid sequence and an MHC pseudo amino acid sequence, predict their binding affinity value. This is MHC class I binding data. From a dataset of Peptide-MHC class I binding affinity with 185,985 pairs from IEDB/IMGT. (1) The peptide sequence is ALWEIQQVV. The MHC is HLA-A03:01 with pseudo-sequence HLA-A03:01. The binding affinity (normalized) is 0.155. (2) The binding affinity (normalized) is 0.230. The peptide sequence is GLCFFGVAL. The MHC is HLA-A02:01 with pseudo-sequence HLA-A02:01. (3) The peptide sequence is DSVAKCCSK. The MHC is HLA-A33:01 with pseudo-sequence HLA-A33:01. The binding affinity (normalized) is 0.246. (4) The binding affinity (normalized) is 0.970. The peptide sequence is KEEMEITTHF. The MHC is Mamu-A11 with pseudo-sequence Mamu-A11. (5) The peptide sequence is KTSLSNLLA. The MHC is HLA-A80:01 with pseudo-sequence HLA-A80:01. The binding affinity (normalized) is 0.0847. (6) The peptide sequence is LARFPCNVI. The MHC is HLA-A03:01 with pseudo-sequence HLA-A03:01. The binding affinity (normalized) is 0.0847. (7) The peptide sequence is AENGWGFYF. The MHC is HLA-B35:01 with pseudo-sequence HLA-B35:01. The binding affinity (normalized) is 0.0847. (8) The peptide sequence is GLPRIVARQIV. The MHC is Mamu-A01 with pseudo-sequence Mamu-A01. The binding affinity (normalized) is 0.290.